This data is from Catalyst prediction with 721,799 reactions and 888 catalyst types from USPTO. The task is: Predict which catalyst facilitates the given reaction. (1) Reactant: [Br:1][C:2]1[CH:26]=[CH:25][C:24]([F:27])=[CH:23][C:3]=1[O:4][CH:5]1[CH2:10][CH2:9][N:8]([C:11]2[N:16]=[CH:15][C:14]([C:17]#[C:18]C(C)(O)C)=[CH:13][N:12]=2)[CH2:7][CH2:6]1.[H-].[Na+]. Product: [Br:1][C:2]1[CH:26]=[CH:25][C:24]([F:27])=[CH:23][C:3]=1[O:4][CH:5]1[CH2:10][CH2:9][N:8]([C:11]2[N:12]=[CH:13][C:14]([C:17]#[CH:18])=[CH:15][N:16]=2)[CH2:7][CH2:6]1. The catalyst class is: 11. (2) Reactant: C([O:8][C:9]1[N:14]=[C:13]([NH:15][CH2:16][CH:17]2[CH2:22][O:21][C:20]([CH3:24])([CH3:23])[CH2:19][O:18]2)[C:12]([F:25])=[CH:11][CH:10]=1)C1C=CC=CC=1. Product: [CH3:23][C:20]1([CH3:24])[CH2:19][O:18][CH:17]([CH2:16][NH:15][C:13]2[N:14]=[C:9]([OH:8])[CH:10]=[CH:11][C:12]=2[F:25])[CH2:22][O:21]1. The catalyst class is: 19. (3) Reactant: [N+:1]([C:4]1[CH:9]=[CH:8][C:7]([C:10]2[CH:15]=[CH:14][C:13]([O:16][CH:17]3[CH:22]4[CH2:23][CH2:24][N:19]([CH2:20][CH2:21]4)[CH2:18]3)=[CH:12][CH:11]=2)=[CH:6][CH:5]=1)([O-])=O. Product: [N:19]12[CH2:20][CH2:21][CH:22]([CH2:23][CH2:24]1)[CH:17]([O:16][C:13]1[CH:12]=[CH:11][C:10]([C:7]3[CH:8]=[CH:9][C:4]([NH2:1])=[CH:5][CH:6]=3)=[CH:15][CH:14]=1)[CH2:18]2. The catalyst class is: 19. (4) Reactant: [CH3:1][N:2]([CH3:27])[C:3]1[CH:8]=[CH:7][C:6](/[CH:9]=[CH:10]/[C:11](=[O:26])[CH2:12][C:13](=[O:25])/[CH:14]=[CH:15]/[C:16]2[CH:21]=[CH:20][C:19]([OH:22])=[C:18]([O:23][CH3:24])[CH:17]=2)=[CH:5][CH:4]=1. Product: [CH3:27][N:2]([CH3:1])[C:3]1[CH:8]=[CH:7][C:6]([CH2:9][CH2:10][C:11](=[O:26])[CH2:12][C:13](=[O:25])[CH2:14][CH2:15][C:16]2[CH:21]=[CH:20][C:19]([OH:22])=[C:18]([O:23][CH3:24])[CH:17]=2)=[CH:5][CH:4]=1. The catalyst class is: 78. (5) The catalyst class is: 5. Product: [NH2:10][C:8]([C:7]1[NH:6][CH:5]=[N:4][C:3]=1[NH:2][CH2:28][C:15]1[C:14]2[C:18](=[CH:19][CH:20]=[C:12]([F:11])[CH:13]=2)[N:17]([C:21]([O:23][C:24]([CH3:27])([CH3:26])[CH3:25])=[O:22])[CH:16]=1)=[O:9]. Reactant: Cl.[NH2:2][C:3]1[N:4]=[CH:5][NH:6][C:7]=1[C:8]([NH2:10])=[O:9].[F:11][C:12]1[CH:13]=[C:14]2[C:18](=[CH:19][CH:20]=1)[N:17]([C:21]([O:23][C:24]([CH3:27])([CH3:26])[CH3:25])=[O:22])[CH:16]=[C:15]2[CH:28]=O.[BH3-]C#N.[Na+]. (6) Reactant: [C:1]([O:5][C:6]([N:8]1[CH2:14][CH2:13][C:12]2[CH:15]=[CH:16][CH:17]=[CH:18][C:11]=2[C:10]([NH:22][S:23]([C:26]2[S:27][C:28](Br)=[CH:29][CH:30]=2)(=[O:25])=[O:24])([N:19]([CH3:21])[CH3:20])[CH2:9]1)=[O:7])([CH3:4])([CH3:3])[CH3:2].[Cl:32][C:33]1[CH:38]=[CH:37][C:36](B(O)O)=[CH:35][CH:34]=1.C([O-])([O-])=O.[K+].[K+].C(O)C. Product: [C:1]([O:5][C:6]([N:8]1[CH2:14][CH2:13][C:12]2[CH:15]=[CH:16][CH:17]=[CH:18][C:11]=2[C:10]([NH:22][S:23]([C:26]2[S:27][C:28]([C:36]3[CH:37]=[CH:38][C:33]([Cl:32])=[CH:34][CH:35]=3)=[CH:29][CH:30]=2)(=[O:25])=[O:24])([N:19]([CH3:21])[CH3:20])[CH2:9]1)=[O:7])([CH3:4])([CH3:3])[CH3:2]. The catalyst class is: 206. (7) Reactant: [CH:1]1([N:4]2[C:13]3[C:8](=[CH:9][CH:10]=[C:11]([C:18]4[CH:19]=[C:20]5[C:24](=[CH:25][CH:26]=4)[C@@H:23]([CH3:27])[NH:22][CH2:21]5)[C:12]=3[O:14][CH:15]([F:17])[F:16])[C:7](=[O:28])[C:6]([C:29]([OH:31])=[O:30])=[CH:5]2)[CH2:3][CH2:2]1. Product: [C:29]([OH:31])(=[O:30])[CH3:6].[CH:1]1([N:4]2[C:13]3[C:8](=[CH:9][CH:10]=[C:11]([C:18]4[CH:19]=[C:20]5[C:24](=[CH:25][CH:26]=4)[C@@H:23]([CH3:27])[NH:22][CH2:21]5)[C:12]=3[O:14][CH:15]([F:17])[F:16])[C:7](=[O:28])[C:6]([C:29]([OH:31])=[O:30])=[CH:5]2)[CH2:3][CH2:2]1. The catalyst class is: 15.